From a dataset of Forward reaction prediction with 1.9M reactions from USPTO patents (1976-2016). Predict the product of the given reaction. (1) The product is: [CH2:20]([NH:27][C:2]1[CH:3]=[C:4]([CH:16]=[CH:17][C:18]=1[Cl:19])[CH2:5][C:6]1([C:9]([O:11][C:12]([CH3:15])([CH3:14])[CH3:13])=[O:10])[CH2:8][CH2:7]1)[C:21]1[CH:26]=[CH:25][CH:24]=[CH:23][CH:22]=1. Given the reactants Br[C:2]1[CH:3]=[C:4]([CH:16]=[CH:17][C:18]=1[Cl:19])[CH2:5][C:6]1([C:9]([O:11][C:12]([CH3:15])([CH3:14])[CH3:13])=[O:10])[CH2:8][CH2:7]1.[CH2:20]([NH2:27])[C:21]1[CH:26]=[CH:25][CH:24]=[CH:23][CH:22]=1.CC(C)([O-])C.[Na+].C1(P(C2C=CC=CC=2)C2C=CC3C(=CC=CC=3)C=2C2C3C(=CC=CC=3)C=CC=2P(C2C=CC=CC=2)C2C=CC=CC=2)C=CC=CC=1, predict the reaction product. (2) Given the reactants [CH2:1]([O:3][C:4]1[CH:13]=[C:12]2[C:7]([C:8]3[CH2:18][CH2:17][CH:16]([CH2:19][CH2:20][CH3:21])[CH2:15][C:9]=3[C:10](=[O:14])[O:11]2)=[CH:6][CH:5]=1)[CH3:2], predict the reaction product. The product is: [CH2:1]([O:3][C:4]1[CH:13]=[C:12]2[C:7]([CH:8]3[CH2:18][CH2:17][CH:16]([CH2:19][CH2:20][CH3:21])[CH2:15][CH:9]3[C:10](=[O:14])[O:11]2)=[CH:6][CH:5]=1)[CH3:2]. (3) Given the reactants Br[C:2]1[N:13]2[C:5]([C:6]([CH3:14])=[N:7][C:8]3[S:9][CH:10]=[N:11][C:12]=32)=[C:4]([CH3:15])[N:3]=1.[C:16]([C:19]1[CH:20]=[C:21](B(O)O)[CH:22]=[CH:23][CH:24]=1)(=[O:18])[NH2:17].C([O-])([O-])=O.[Cs+].[Cs+], predict the reaction product. The product is: [CH3:14][C:6]1[C:5]2[N:13]([C:2]([C:23]3[CH:24]=[C:19]([CH:20]=[CH:21][CH:22]=3)[C:16]([NH2:17])=[O:18])=[N:3][C:4]=2[CH3:15])[C:12]2[N:11]=[CH:10][S:9][C:8]=2[N:7]=1. (4) The product is: [Cl:1][C:2]1[CH:7]=[C:6]([Cl:8])[CH:5]=[CH:4][C:3]=1[C:9]1[N:10]=[C:11](/[CH:18]=[CH:19]/[C:20]2[CH:25]=[CH:24][C:23]([O:26][CH3:27])=[CH:22][CH:21]=2)[N:12]([CH2:14][C:15]([N:31]([CH:32]([CH3:34])[CH3:33])[CH:28]([CH3:30])[CH3:29])=[O:17])[CH:13]=1. Given the reactants [Cl:1][C:2]1[CH:7]=[C:6]([Cl:8])[CH:5]=[CH:4][C:3]=1[C:9]1[N:10]=[C:11](/[CH:18]=[CH:19]/[C:20]2[CH:25]=[CH:24][C:23]([O:26][CH3:27])=[CH:22][CH:21]=2)[N:12]([CH2:14][C:15]([OH:17])=O)[CH:13]=1.[CH:28]([NH:31][CH:32]([CH3:34])[CH3:33])([CH3:30])[CH3:29], predict the reaction product. (5) Given the reactants Br[C:2]1[CH:7]=[C:6]([F:8])[C:5]([CH:9]([O:22][CH2:23][CH3:24])[C:10]([NH:12][CH2:13][C:14]2[CH:19]=[CH:18][C:17]([C:20]#[N:21])=[CH:16][CH:15]=2)=[O:11])=[C:4]([F:25])[CH:3]=1.[C:26]1(B(O)O)[CH:31]=[CH:30][CH:29]=[CH:28][CH:27]=1, predict the reaction product. The product is: [C:20]([C:17]1[CH:18]=[CH:19][C:14]([CH2:13][NH:12][C:10](=[O:11])[CH:9]([C:5]2[C:6]([F:8])=[CH:7][C:2]([C:26]3[CH:31]=[CH:30][CH:29]=[CH:28][CH:27]=3)=[CH:3][C:4]=2[F:25])[O:22][CH2:23][CH3:24])=[CH:15][CH:16]=1)#[N:21].